This data is from Full USPTO retrosynthesis dataset with 1.9M reactions from patents (1976-2016). The task is: Predict the reactants needed to synthesize the given product. Given the product [CH3:23][C@H:14]1[CH2:13][C@@H:12]([OH:21])[C@H:11]([C:10]([CH3:9])=[CH2:4])[CH2:20][CH2:15]1, predict the reactants needed to synthesize it. The reactants are: C1C=C2C=C[C:9](O)=[C:10]([C:11]3[C:20]4[C:15](=CC=CC=4)[CH:14]=[CH:13][C:12]=3[OH:21])[C:4]2=CC=1.[CH2:23]([Al](CC)CC)C.